From a dataset of Full USPTO retrosynthesis dataset with 1.9M reactions from patents (1976-2016). Predict the reactants needed to synthesize the given product. (1) Given the product [F:1][C:2]1[CH:3]=[C:4]([NH:24][C:35]([NH:34][C:32](=[O:33])[CH2:31][C:25]2[CH:26]=[CH:27][CH:28]=[CH:29][CH:30]=2)=[O:36])[CH:5]=[CH:6][C:7]=1[O:8][C:9]1[CH:14]=[CH:13][N:12]=[C:11]2[CH:15]=[C:16]([C:18]3[N:22]([CH3:23])[CH:21]=[N:20][CH:19]=3)[S:17][C:10]=12, predict the reactants needed to synthesize it. The reactants are: [F:1][C:2]1[CH:3]=[C:4]([NH2:24])[CH:5]=[CH:6][C:7]=1[O:8][C:9]1[CH:14]=[CH:13][N:12]=[C:11]2[CH:15]=[C:16]([C:18]3[N:22]([CH3:23])[CH:21]=[N:20][CH:19]=3)[S:17][C:10]=12.[C:25]1([CH2:31][C:32]([N:34]=[C:35]=[O:36])=[O:33])[CH:30]=[CH:29][CH:28]=[CH:27][CH:26]=1. (2) Given the product [O:1]1[CH2:5][CH2:4][C@H:3]([NH:6][C:7]2[N:15]=[CH:14][N:13]=[C:12]3[C:8]=2[N:9]=[CH:10][N:11]3[C@H:16]2[C@H:17]([OH:34])[C@H:18]([OH:33])[C@@H:19]([CH2:21][S:22][C:23]3[CH:32]=[CH:31][CH:30]=[CH:29][N:37]=3)[O:20]2)[CH2:2]1, predict the reactants needed to synthesize it. The reactants are: [O:1]1[CH2:5][CH2:4][C@@H:3]([NH:6][C:7]2[N:15]=[CH:14][N:13]=[C:12]3[C:8]=2[N:9]=[CH:10][N:11]3[C@@H:16]2[O:20][C@H:19]([CH2:21][S:22][C:23]3[CH:32]=[CH:31][CH:30]=[CH:29]C=3C(OC)=O)[C@@H:18]([OH:33])[C@H:17]2[OH:34])[CH2:2]1.SC1C=CC=C[N:37]=1.C(C1C=CC=CC=1S)(OC)=O.